This data is from Catalyst prediction with 721,799 reactions and 888 catalyst types from USPTO. The task is: Predict which catalyst facilitates the given reaction. (1) Reactant: [CH3:1][S:2](O[S:2]([CH3:1])(=[O:4])=[O:3])(=[O:4])=[O:3].Cl.[O:11]=[S:12]1(=[O:34])[C:17]2[CH:18]=[C:19]([O:22][C:23]3[CH:24]=[C:25]([CH2:29][NH2:30])[CH:26]=[CH:27][CH:28]=3)[CH:20]=[CH:21][C:16]=2[N:15]2[CH2:31][CH2:32][CH2:33][CH:14]2[NH:13]1.CCN(CC)CC. Product: [O:34]=[S:12]1(=[O:11])[C:17]2[CH:18]=[C:19]([O:22][C:23]3[CH:24]=[C:25]([CH:26]=[CH:27][CH:28]=3)[CH2:29][NH:30][S:2]([CH3:1])(=[O:4])=[O:3])[CH:20]=[CH:21][C:16]=2[N:15]2[CH2:31][CH2:32][CH2:33][CH:14]2[NH:13]1. The catalyst class is: 2. (2) Reactant: [CH2:1]([O:3][C:4](=[O:21])[CH2:5][CH:6]([N:10]1[C:14]2[CH:15]=[C:16]([CH3:19])[CH:17]=[CH:18][C:13]=2[NH:12][C:11]1=[O:20])[CH2:7][CH2:8][CH3:9])[CH3:2].C([O-])([O-])=O.[K+].[K+].[CH3:28][N:29]1[C:37]2[C:32](=[C:33]([CH3:38])[CH:34]=[CH:35][CH:36]=2)[C:31]([CH2:39][N+](C)(C)C)=[CH:30]1.[I-]. Product: [CH2:1]([O:3][C:4](=[O:21])[CH2:5][CH:6]([N:10]1[C:14]2[CH:15]=[C:16]([CH3:19])[CH:17]=[CH:18][C:13]=2[N:12]([CH2:39][C:31]2[C:32]3[C:37](=[CH:36][CH:35]=[CH:34][C:33]=3[CH3:38])[N:29]([CH3:28])[CH:30]=2)[C:11]1=[O:20])[CH2:7][CH2:8][CH3:9])[CH3:2]. The catalyst class is: 39. (3) Product: [CH3:19][O:18][CH2:17][CH2:16][O:15][C:3]1[C:2]([O:1][CH2:30][CH2:31][O:32][CH3:33])=[CH:11][C:10]([N+:12]([O-:14])=[O:13])=[CH:9][C:4]=1[C:5]([O:7][CH3:8])=[O:6]. The catalyst class is: 13. Reactant: [OH:1][C:2]1[C:3]([O:15][CH2:16][CH2:17][O:18][CH3:19])=[C:4]([CH:9]=[C:10]([N+:12]([O-:14])=[O:13])[CH:11]=1)[C:5]([O:7][CH3:8])=[O:6].C(=O)([O-])[O-].[K+].[K+].C(#N)C.Br[CH2:30][CH2:31][O:32][CH3:33]. (4) Reactant: [F:1][C:2]1([F:15])[C:11]2[C:6](=[CH:7][CH:8]=[C:9]([N+:12]([O-])=O)[CH:10]=2)[O:5][CH2:4][CH2:3]1.[Cl-].[NH4+]. Product: [F:15][C:2]1([F:1])[C:11]2[C:6](=[CH:7][CH:8]=[C:9]([NH2:12])[CH:10]=2)[O:5][CH2:4][CH2:3]1. The catalyst class is: 284. (5) Reactant: Br[C:2]1[CH:6]=[CH:5][S:4][C:3]=1[C:7]1[S:8][CH:9]=[CH:10][CH:11]=1.C([Li])CCC.C([O:19][C:20](=[O:26])[CH2:21][CH2:22][C:23]([CH3:25])=O)C. Product: [S:4]1[CH:5]=[CH:6][C:2]([C:23]2([CH3:25])[O:26][C:20](=[O:19])[CH2:21][CH2:22]2)=[C:3]1[C:7]1[S:8][CH:9]=[CH:10][CH:11]=1. The catalyst class is: 27. (6) Reactant: CO[C:3]([C:5]1[N:6]=[C:7]([C:25]#[N:26])[C:8]2[C:13]([C:14]=1[OH:15])=[CH:12][CH:11]=[C:10]([O:16][C:17]1[CH:22]=[CH:21][CH:20]=[CH:19][C:18]=1OC)[CH:9]=2)=[O:4].Cl.[NH2:28][C@H:29]([CH2:35][C:36]1[CH:41]=[CH:40][CH:39]=[CH:38][CH:37]=1)[C@H:30]([OH:34])[C:31]([OH:33])=[O:32].[CH3:42][O-].[Na+]. Product: [C:25]([C:7]1[C:8]2[C:13](=[CH:12][CH:11]=[C:10]([O:16][C:17]3[CH:22]=[CH:21][CH:20]=[CH:19][CH:18]=3)[CH:9]=2)[C:14]([OH:15])=[C:5]([C:3]([NH:28][C@H:29]([CH2:35][C:36]2[CH:41]=[CH:40][CH:39]=[CH:38][CH:37]=2)[C@H:30]([OH:34])[C:31]([O:33][CH3:42])=[O:32])=[O:4])[N:6]=1)#[N:26]. The catalyst class is: 5. (7) Reactant: [C:1]([O:5][C:6]([NH:8][C@H:9]1[CH2:13][C@@:12]([CH2:18][CH2:19][O:20][CH3:21])([C:14]([O:16]C)=[O:15])[CH:11]=[CH:10]1)=[O:7])([CH3:4])([CH3:3])[CH3:2].O.O.[OH-].[Li+]. Product: [C:1]([O:5][C:6]([NH:8][C@H:9]1[CH2:13][C@@:12]([CH2:18][CH2:19][O:20][CH3:21])([C:14]([OH:16])=[O:15])[CH:11]=[CH:10]1)=[O:7])([CH3:4])([CH3:3])[CH3:2]. The catalyst class is: 83.